Dataset: Forward reaction prediction with 1.9M reactions from USPTO patents (1976-2016). Task: Predict the product of the given reaction. (1) Given the reactants [CH3:1][C:2]([N:5]1[CH:9]=[C:8]([C:10]([OH:12])=O)[C:7]([CH2:13][CH3:14])=[N:6]1)([CH3:4])[CH3:3].[NH2:15][C:16]1[CH:17]=[C:18]([CH:26]=[CH:27][CH:28]=1)[C:19]([N:21]([CH2:24][CH3:25])[CH2:22][CH3:23])=[O:20], predict the reaction product. The product is: [CH2:24]([N:21]([CH2:22][CH3:23])[C:19]([C:18]1[CH:17]=[C:16]([NH:15][C:10]([C:8]2[C:7]([CH2:13][CH3:14])=[N:6][N:5]([C:2]([CH3:1])([CH3:3])[CH3:4])[CH:9]=2)=[O:12])[CH:28]=[CH:27][CH:26]=1)=[O:20])[CH3:25]. (2) Given the reactants Cl.[F:2][C:3]1[CH:11]=[C:10]([O:12][CH2:13][CH2:14][CH2:15][N:16]2[CH2:21][CH2:20][CH2:19][CH2:18][CH2:17]2)[CH:9]=[CH:8][C:4]=1[C:5]([Cl:7])=[O:6].[NH:22]1[CH2:27][CH2:26][CH2:25][CH2:24][CH2:23]1, predict the reaction product. The product is: [ClH:7].[F:2][C:3]1[CH:11]=[C:10]([O:12][CH2:13][CH2:14][CH2:15][N:16]2[CH2:21][CH2:20][CH2:19][CH2:18][CH2:17]2)[CH:9]=[CH:8][C:4]=1[C:5]([N:22]1[CH2:27][CH2:26][CH2:25][CH2:24][CH2:23]1)=[O:6]. (3) Given the reactants [NH2:1][C:2]1[O:6][C:5]([C:7]([OH:12])([CH2:10][CH3:11])[CH2:8][CH3:9])=[N:4][N:3]=1.[F:13][C:14]1[CH:19]=[CH:18][C:17]([C:20]2[C:29]3[C:24](=[CH:25][C:26]([CH:30]=O)=[CH:27][CH:28]=3)[O:23][C:22](=[O:32])[CH:21]=2)=[CH:16][CH:15]=1, predict the reaction product. The product is: [CH2:8]([C:7]([C:5]1[O:6][C:2]([NH:1][CH2:30][C:26]2[CH:25]=[C:24]3[C:29]([C:20]([C:17]4[CH:18]=[CH:19][C:14]([F:13])=[CH:15][CH:16]=4)=[CH:21][C:22](=[O:32])[O:23]3)=[CH:28][CH:27]=2)=[N:3][N:4]=1)([OH:12])[CH2:10][CH3:11])[CH3:9]. (4) Given the reactants C[O:2][C:3]([C:5]1[C:6]2[CH:7]=[CH:8][N:9]([CH2:14][C:15](=[O:21])[N:16]([CH2:19][CH3:20])[CH2:17][CH3:18])[C:10]=2[CH:11]=[CH:12][CH:13]=1)=[O:4].[OH-].[Na+], predict the reaction product. The product is: [CH2:19]([N:16]([CH2:17][CH3:18])[C:15]([CH2:14][N:9]1[C:10]2[CH:11]=[CH:12][CH:13]=[C:5]([C:3]([OH:4])=[O:2])[C:6]=2[CH:7]=[CH:8]1)=[O:21])[CH3:20]. (5) Given the reactants [CH2:1]([C:3]1[CH:8]=[CH:7][C:6]([C@H:9]2[CH2:14][C@@H:13]([C:15]([F:18])([F:17])[F:16])[N:12]3[N:19]=[CH:20][C:21]([C:22](O)=[O:23])=[C:11]3[NH:10]2)=[CH:5][CH:4]=1)[CH3:2].CN(C(ON1N=NC2C=CC=NC1=2)=[N+](C)C)C.F[P-](F)(F)(F)(F)F.C(N(CC)C(C)C)(C)C.[F:58][C:59]1[CH:60]=[CH:61][C:62]([CH2:66][NH2:67])=[N:63][C:64]=1[CH3:65], predict the reaction product. The product is: [CH2:1]([C:3]1[CH:8]=[CH:7][C:6]([C@H:9]2[CH2:14][C@@H:13]([C:15]([F:16])([F:17])[F:18])[N:12]3[N:19]=[CH:20][C:21]([C:22]([NH:67][CH2:66][C:62]4[CH:61]=[CH:60][C:59]([F:58])=[C:64]([CH3:65])[N:63]=4)=[O:23])=[C:11]3[NH:10]2)=[CH:5][CH:4]=1)[CH3:2].